From a dataset of Forward reaction prediction with 1.9M reactions from USPTO patents (1976-2016). Predict the product of the given reaction. (1) Given the reactants [F:1][C:2]1[CH:3]=[CH:4][C:5]2[S:9][C:8]([S:10](Cl)(=[O:12])=[O:11])=[C:7]([CH3:14])[C:6]=2[CH:15]=1.[NH2:16][C:17]1[CH:18]=[C:19]([CH:23]=[CH:24][CH:25]=1)[C:20]([OH:22])=[O:21], predict the reaction product. The product is: [F:1][C:2]1[CH:3]=[CH:4][C:5]2[S:9][C:8]([S:10]([NH:16][C:17]3[CH:18]=[C:19]([CH:23]=[CH:24][CH:25]=3)[C:20]([OH:22])=[O:21])(=[O:12])=[O:11])=[C:7]([CH3:14])[C:6]=2[CH:15]=1. (2) The product is: [Br:1][C:2]1[CH:13]=[CH:12][C:5]([C:6](=[O:7])[CH2:15][CH3:16])=[CH:4][C:3]=1[Cl:14]. Given the reactants [Br:1][C:2]1[CH:13]=[CH:12][C:5]([C:6](N(OC)C)=[O:7])=[CH:4][C:3]=1[Cl:14].[CH2:15]([Mg]Br)[CH3:16].O1CCCC1.Cl, predict the reaction product. (3) Given the reactants C1N([CH2:7][CH2:8][OH:9])CCN(CCS(O)(=O)=O)C1.CC(C[C@H](NC(C)=O)C(N[C@H](C(N[C@H:32]([C:40]([OH:42])=[O:41])[CH2:33][CH2:34][CH2:35]N=C(N)N)=O)CC(C)C)=O)C.CC[C@@H]([C@@H]1NC(=O)[C@@H](CCCN)N[C:76](=O)[C@@H:75](NC([C@@H](NC([C@H](NC([C@@H](NC([C@H]2N=C([C@@H](N)[C@H](CC)C)SC2)=O)CC(C)C)=O)CCC(O)=O)=O)[C@H](CC)C)=O)[CH2:74][CH2:73][CH2:72][CH2:71]NC(=O)[C@H](CC(N)=O)NC(=O)[C@@H](CC(O)=O)NC(=O)[C@H](CC2NC=NC=2)NC(=O)[C@@H](CC2C=CC=CC=2)NC1=O)C.[CH2:147](N(CC(O)=O)CC(O)=O)CN(CC(O)=O)CC(O)=O.[CH:167]1[CH:172]=C[C:170](CS(F)(=O)=O)=[CH:169][CH:168]=1.C[C@H](NC(C[C@H](O)[C@@H](NC([C@@H](NC([C@@H](NC(CC(C)C)=O)C(C)C)=O)C(C)C)=O)CC(C)C)=O)C(N[C@H]([C@@H](O)CC(O)=O)CC(C)C)=O.C(O)[C@H]1O[C@H](O[C@]2(CO)O[C@H](CO)[C@@H](O)[C@@H]2O)[C@H](O)[C@@H](O)[C@@H]1O, predict the reaction product. The product is: [CH3:71][CH2:72][CH2:73][CH2:74][CH2:75][CH:76]1[O:9][CH:8]1[CH2:7]/[CH:172]=[CH:167]/[CH2:168][CH2:169][CH2:170][CH2:35][CH2:34][CH2:33][CH2:32][C:40]([O:42][CH3:147])=[O:41].